From a dataset of Full USPTO retrosynthesis dataset with 1.9M reactions from patents (1976-2016). Predict the reactants needed to synthesize the given product. (1) Given the product [C:49]([C:39]1[CH:38]=[C:37]([NH:36][C:34](=[O:35])[NH:33][C:26]2[C:27]3[C:32](=[CH:31][CH:30]=[CH:29][CH:28]=3)[C:23]([O:22][CH2:21][C:19]3[CH:18]=[CH:17][N:16]=[C:15]([NH:14][C:10](=[O:12])[C@@H:9]([O:8][CH3:7])[CH3:13])[CH:20]=3)=[CH:24][CH:25]=2)[N:41]([C:42]2[CH:47]=[CH:46][C:45]([CH3:48])=[CH:44][CH:43]=2)[N:40]=1)([CH3:52])([CH3:51])[CH3:50], predict the reactants needed to synthesize it. The reactants are: ClC(N(C)C)=C.[CH3:7][O:8][C@@H:9]([CH3:13])[C:10]([OH:12])=O.[NH2:14][C:15]1[CH:20]=[C:19]([CH2:21][O:22][C:23]2[C:32]3[C:27](=[CH:28][CH:29]=[CH:30][CH:31]=3)[C:26]([NH:33][C:34]([NH:36][C:37]3[N:41]([C:42]4[CH:47]=[CH:46][C:45]([CH3:48])=[CH:44][CH:43]=4)[N:40]=[C:39]([C:49]([CH3:52])([CH3:51])[CH3:50])[CH:38]=3)=[O:35])=[CH:25][CH:24]=2)[CH:18]=[CH:17][N:16]=1.CCN(C(C)C)C(C)C. (2) Given the product [CH3:1][O:2][C:3]1[CH:8]=[C:7]([C@H:9]2[O:14][C:13]3[CH:15]=[C:16]([C@H:19]4[O:29][C:28]5[C:23](=[C:24]([OH:31])[CH:25]=[C:26]([OH:30])[CH:27]=5)[C:21](=[O:22])[C@@H:20]4[OH:32])[CH:17]=[CH:18][C:12]=3[O:11][C@@H:10]2[CH2:33][OH:34])[CH:6]=[CH:5][C:4]=1[OH:35].[CH3:1][O:2][C:3]1[CH:8]=[C:7]([C@@H:9]2[O:14][C:13]3[CH:15]=[C:16]([C@H:19]4[O:29][C:28]5[C:23](=[C:24]([OH:31])[CH:25]=[C:26]([OH:30])[CH:27]=5)[C:21](=[O:22])[C@@H:20]4[OH:32])[CH:17]=[CH:18][C:12]=3[O:11][C@H:10]2[CH2:33][OH:34])[CH:6]=[CH:5][C:4]=1[OH:35], predict the reactants needed to synthesize it. The reactants are: [CH3:1][O:2][C:3]1[CH:8]=[C:7]([C@H:9]2[O:14][C:13]3[CH:15]=[C:16]([C@H:19]4[O:29][C:28]5[C:23](=[C:24]([OH:31])[CH:25]=[C:26]([OH:30])[CH:27]=5)[C:21](=[O:22])[C@@H:20]4[OH:32])[CH:17]=[CH:18][C:12]=3[O:11][C@@H:10]2[CH2:33][OH:34])[CH:6]=[CH:5][C:4]=1[OH:35]. (3) Given the product [ClH:9].[NH2:17][C:11]1[N:10]=[CH:15][C:14]([NH:16][C:1](=[O:8])[C:2]2[CH:7]=[CH:6][CH:5]=[CH:4][CH:3]=2)=[CH:13][CH:12]=1, predict the reactants needed to synthesize it. The reactants are: [C:1]([Cl:9])(=[O:8])[C:2]1[CH:7]=[CH:6][CH:5]=[CH:4][CH:3]=1.[N:10]1[CH:15]=[C:14]([NH2:16])[CH:13]=[CH:12][C:11]=1[NH2:17]. (4) Given the product [N:15]1([CH2:18][C:19]2[CH:25]=[CH:24][C:23]([C:28]#[N:29])=[CH:22][CH:21]=2)[CH2:16][CH2:17][CH2:5][CH2:6][NH:7][CH2:8][CH2:9][NH:10][CH2:11][CH2:12][NH:1][CH2:14][CH2:13]1, predict the reactants needed to synthesize it. The reactants are: [NH:1]1[CH2:12][CH2:11][NH:10][CH2:9][CH2:8][NH:7][CH2:6][CH2:5]NCC1.[CH2:13]([N:15]([CH2:18][CH3:19])[CH2:16][CH3:17])[CH3:14].Br[C:21]1[CH:22]=[C:23]([C:28]#[N:29])[C:24](C)=[CH:25]C=1.C(Cl)Cl. (5) Given the product [S:1]1[CH:5]=[CH:4][CH:3]=[C:2]1[S:6]([N:9]1[CH2:14][CH2:13][N:12]([C:15]2[CH:20]=[CH:19][C:18]([C@:21]([OH:27])([CH3:26])[C:22]([F:23])([F:25])[F:24])=[CH:17][CH:16]=2)[C@@H:11]([CH2:28][N:29]2[CH2:34][CH2:33][O:32][CH2:31][C@H:30]2[CH2:35][NH:36][S:37]([CH3:40])(=[O:38])=[O:39])[CH2:10]1)(=[O:7])=[O:8], predict the reactants needed to synthesize it. The reactants are: [S:1]1[CH:5]=[CH:4][CH:3]=[C:2]1[S:6]([N:9]1[CH2:14][CH2:13][N:12]([C:15]2[CH:20]=[CH:19][C:18]([C@@:21]([OH:27])([CH3:26])[C:22]([F:25])([F:24])[F:23])=[CH:17][CH:16]=2)[C@@H:11]([CH2:28][N:29]2[CH2:34][CH2:33][O:32][CH2:31][C@@H:30]2[CH2:35][NH:36][S:37]([CH3:40])(=[O:39])=[O:38])[CH2:10]1)(=[O:8])=[O:7].S1C=CC=C1S(N1CCN(C2C=CC([C@@](O)(C)C(F)(F)F)=CC=2)[C@@H](CN2CCOC[C@H]2CNS(C)(=O)=O)C1)(=O)=O.S1C=CC=C1S(N1CCN(C2C=CC([C@](O)(C)C(F)(F)F)=CC=2)[C@@H](CN2CCOC[C@@H]2CNS(C)(=O)=O)C1)(=O)=O. (6) Given the product [F:14][C:15]1[CH:16]=[CH:17][C:18]([N:21]2[C:29]3[CH2:28][CH2:27][CH2:26][N:25]([C:9](=[O:11])[CH2:8][N:5]4[CH:6]=[N:7][C:3]([C:2]([F:1])([F:13])[F:12])=[N:4]4)[C:24]=3[CH:23]=[N:22]2)=[CH:19][CH:20]=1, predict the reactants needed to synthesize it. The reactants are: [F:1][C:2]([F:13])([F:12])[C:3]1[N:7]=[CH:6][N:5]([CH2:8][C:9]([OH:11])=O)[N:4]=1.[F:14][C:15]1[CH:20]=[CH:19][C:18]([N:21]2[C:29]3[CH2:28][CH2:27][CH2:26][NH:25][C:24]=3[CH:23]=[N:22]2)=[CH:17][CH:16]=1. (7) Given the product [NH2:1][C:4]1[CH:5]=[CH:6][C:7]([C:8]([NH:10][CH2:11][C:12](=[O:31])[N:13]2[CH2:18][CH2:17][N:16]([C:19](=[O:30])[C:20]3[CH:25]=[CH:24][CH:23]=[CH:22][C:21]=3[C:26]([F:29])([F:28])[F:27])[CH2:15][CH2:14]2)=[O:9])=[CH:32][CH:33]=1, predict the reactants needed to synthesize it. The reactants are: [N+:1]([C:4]1[CH:33]=[CH:32][C:7]([C:8]([NH:10][CH2:11][C:12](=[O:31])[N:13]2[CH2:18][CH2:17][N:16]([C:19](=[O:30])[C:20]3[CH:25]=[CH:24][CH:23]=[CH:22][C:21]=3[C:26]([F:29])([F:28])[F:27])[CH2:15][CH2:14]2)=[O:9])=[CH:6][CH:5]=1)([O-])=O. (8) Given the product [F:30][C:29]([F:32])([F:31])[C:28]([NH:27][CH2:26][C:25]1[CH:34]=[CH:35][C:36]([F:37])=[C:23]([CH:20]2[CH2:19][CH2:18][N:17]([C:15]([C:4]3[C:3]4[C:7](=[CH:8][CH:9]=[CH:10][C:2]=4[C:41]4[CH:42]=[N:43][CH:44]=[C:39]([CH3:38])[CH:40]=4)[N:6]([CH2:11][CH2:12][O:13][CH3:14])[CH:5]=3)=[O:16])[CH2:22][CH2:21]2)[CH:24]=1)=[O:33], predict the reactants needed to synthesize it. The reactants are: Br[C:2]1[CH:10]=[CH:9][CH:8]=[C:7]2[C:3]=1[C:4]([C:15]([N:17]1[CH2:22][CH2:21][CH:20]([C:23]3[CH:24]=[C:25]([CH:34]=[CH:35][C:36]=3[F:37])[CH2:26][NH:27][C:28](=[O:33])[C:29]([F:32])([F:31])[F:30])[CH2:19][CH2:18]1)=[O:16])=[CH:5][N:6]2[CH2:11][CH2:12][O:13][CH3:14].[CH3:38][C:39]1[CH:40]=[C:41](B(O)O)[CH:42]=[N:43][CH:44]=1.C(=O)([O-])[O-].[Cs+].[Cs+].C(Cl)Cl. (9) Given the product [CH3:14][Si:15]([CH3:25])(/[CH:2]=[CH:3]/[CH2:4][CH2:5][CH2:6][CH2:7][CH3:8])[OH:16], predict the reactants needed to synthesize it. The reactants are: Br/[CH:2]=[CH:3]/[CH2:4][CH2:5][CH2:6][CH2:7][CH3:8].C([Li])(C)(C)C.[CH3:14][Si:15]1([CH3:25])[O:16][Si:15]([CH3:25])([CH3:14])[O:16][Si:15]([CH3:25])([CH3:14])[O:16]1. (10) Given the product [CH:1]1([C:5]2[C:13]([C:14]3[NH:18][C:17]([O:19][CH2:20][CH3:21])=[N:16][N:15]=3)=[CH:12][C:8]([C:9]([N:54]3[CH2:59][CH2:58][CH:57]([C:60]4[CH:67]=[CH:66][C:63]([C:64]#[N:65])=[CH:62][CH:61]=4)[CH2:56][CH2:55]3)=[O:10])=[C:7]([CH3:22])[CH:6]=2)[CH2:2][CH2:3][CH2:4]1, predict the reactants needed to synthesize it. The reactants are: [CH:1]1([C:5]2[C:13]([C:14]3[NH:18][C:17]([O:19][CH2:20][CH3:21])=[N:16][N:15]=3)=[CH:12][C:8]([C:9](O)=[O:10])=[C:7]([CH3:22])[CH:6]=2)[CH2:4][CH2:3][CH2:2]1.CCN(C(C)C)C(C)C.C1C=CC2N(O)N=NC=2C=1.CCN=C=NCCCN(C)C.Cl.[NH:54]1[CH2:59][CH2:58][CH:57]([C:60]2[CH:67]=[CH:66][C:63]([C:64]#[N:65])=[CH:62][CH:61]=2)[CH2:56][CH2:55]1.